Dataset: Full USPTO retrosynthesis dataset with 1.9M reactions from patents (1976-2016). Task: Predict the reactants needed to synthesize the given product. Given the product [CH:15]1([C@:10]2([C:13]#[N:14])[CH2:11][CH2:12][N:8]([C:6]3[CH:5]=[CH:4][N:3]=[C:2]([NH:1][C:20]4[CH:21]=[CH:22][C:23]([C:26]([N:28]5[CH2:29][CH2:30][C:31]([OH:38])([C:34]([F:36])([F:37])[F:35])[CH2:32][CH2:33]5)=[O:27])=[CH:24][N:25]=4)[CH:7]=3)[C:9]2=[O:18])[CH2:17][CH2:16]1, predict the reactants needed to synthesize it. The reactants are: [NH2:1][C:2]1[CH:7]=[C:6]([N:8]2[CH2:12][CH2:11][C@:10]([CH:15]3[CH2:17][CH2:16]3)([C:13]#[N:14])[C:9]2=[O:18])[CH:5]=[CH:4][N:3]=1.Br[C:20]1[N:25]=[CH:24][C:23]([C:26]([N:28]2[CH2:33][CH2:32][C:31]([OH:38])([C:34]([F:37])([F:36])[F:35])[CH2:30][CH2:29]2)=[O:27])=[CH:22][CH:21]=1.C(=O)([O-])[O-].[K+].[K+].C1(P(C2CCCCC2)C2C(OC)=CC=C(OC)C=2C2C(C(C)C)=CC(C(C)C)=CC=2C(C)C)CCCCC1.C(=O)([O-])O.[Na+].